Dataset: Tox21: 12 toxicity assays (nuclear receptors and stress response pathways). Task: Binary classification across 12 toxicity assays. (1) It tested positive (active) for: NR-Aromatase (Aromatase enzyme inhibition), and SR-ARE (Antioxidant Response Element (oxidative stress)). The drug is COP(=O)(OC)OC(=CCl)c1cc(Cl)c(Cl)cc1Cl. (2) The compound is O=c1c(-c2ccc(O)cc2)coc2cc(O)cc(O)c12. It tested positive (active) for: NR-AhR (Aryl hydrocarbon Receptor agonist activity), NR-ER (Estrogen Receptor agonist activity), NR-ER-LBD (Estrogen Receptor Ligand Binding Domain agonist), SR-ARE (Antioxidant Response Element (oxidative stress)), SR-ATAD5 (ATAD5 genotoxicity (DNA damage)), SR-MMP (Mitochondrial Membrane Potential disruption), and SR-p53 (p53 tumor suppressor activation).